Predict the product of the given reaction. From a dataset of Forward reaction prediction with 1.9M reactions from USPTO patents (1976-2016). The product is: [CH:16]1([NH:15][C:13](=[O:14])[C:11]2[CH:10]=[CH:9][C:8]([CH3:19])=[C:7]([N:6]3[C:4](=[O:5])[C:3]4[C:2](=[CH:23][CH:22]=[C:21]([O:24][CH:25]5[CH2:26][CH2:27][N:28]([CH:31]6[CH2:33][CH2:32]6)[CH2:29][CH2:30]5)[CH:20]=4)[N:1]=[CH:34]3)[CH:12]=2)[CH2:17][CH2:18]1. Given the reactants [NH2:1][C:2]1[CH:23]=[CH:22][C:21]([O:24][CH:25]2[CH2:30][CH2:29][N:28]([CH:31]3[CH2:33][CH2:32]3)[CH2:27][CH2:26]2)=[CH:20][C:3]=1[C:4]([NH:6][C:7]1[CH:12]=[C:11]([C:13]([NH:15][CH:16]2[CH2:18][CH2:17]2)=[O:14])[CH:10]=[CH:9][C:8]=1[CH3:19])=[O:5].[CH2:34](OC(OCC)OCC)C, predict the reaction product.